Dataset: Forward reaction prediction with 1.9M reactions from USPTO patents (1976-2016). Task: Predict the product of the given reaction. (1) Given the reactants [Cl:1][C:2]1[CH:7]=[C:6]([Cl:8])[CH:5]=[CH:4][C:3]=1[C:9](=O)[CH2:10][N:11]1[C:15]([C:16]([O:18]C)=O)=[N:14][CH:13]=[N:12]1.C([O-])(=O)C.[NH4+:25].C(=O)(O)[O-].[Na+], predict the reaction product. The product is: [Cl:1][C:2]1[CH:7]=[C:6]([Cl:8])[CH:5]=[CH:4][C:3]=1[C:9]1[NH:25][C:16](=[O:18])[C:15]2[N:11]([N:12]=[CH:13][N:14]=2)[CH:10]=1. (2) Given the reactants C([O:3][C:4](=[O:15])[C:5]([C:8]1[CH:13]=[CH:12][C:11]([Br:14])=[CH:10][CH:9]=1)([F:7])[F:6])C.C([O-])([O-])=O.[K+].[K+].Cl, predict the reaction product. The product is: [Br:14][C:11]1[CH:12]=[CH:13][C:8]([C:5]([F:6])([F:7])[C:4]([OH:15])=[O:3])=[CH:9][CH:10]=1. (3) Given the reactants [Cl:1][C:2]1[CH:3]=[C:4]([C:9]2[C:10]3[CH:21]=[C:20]([C:22]([OH:25])([CH3:24])[CH3:23])[S:19][C:11]=3[N:12]=[C:13](S(C)(=O)=O)[N:14]=2)[CH:5]=[CH:6][C:7]=1[Cl:8].[CH3:26][NH2:27], predict the reaction product. The product is: [Cl:1][C:2]1[CH:3]=[C:4]([C:9]2[C:10]3[CH:21]=[C:20]([C:22]([OH:25])([CH3:24])[CH3:23])[S:19][C:11]=3[N:12]=[C:13]([NH:27][CH3:26])[N:14]=2)[CH:5]=[CH:6][C:7]=1[Cl:8]. (4) Given the reactants [Cl:1][C:2]1[CH:3]=[N:4][CH:5]=[C:6]([Cl:9])[C:7]=1Cl.[C:10](=[O:13])([O-])[O-].[Cs+].[Cs+].C[N:17]1[CH2:21][CH2:20][CH2:19][C:18]1=O, predict the reaction product. The product is: [Cl:9][C:6]1[CH:5]=[N:4][CH:3]=[C:2]([Cl:1])[C:7]=1[N:17]1[CH:21]=[CH:20][CH:19]=[C:18]1[CH:10]=[O:13]. (5) Given the reactants Cl[C:2]1[N:11]=[C:10]([OH:12])[C:9]2[C:4](=[CH:5][CH:6]=[C:7]([O:13][CH3:14])[CH:8]=2)[N:3]=1.[N:15]1[CH:20]=[CH:19][CH:18]=[C:17](B(O)O)[CH:16]=1, predict the reaction product. The product is: [CH3:14][O:13][C:7]1[CH:8]=[C:9]2[C:4](=[CH:5][CH:6]=1)[N:3]=[C:2]([C:17]1[CH:16]=[N:15][CH:20]=[CH:19][CH:18]=1)[N:11]=[C:10]2[OH:12].